Dataset: Experimentally validated miRNA-target interactions with 360,000+ pairs, plus equal number of negative samples. Task: Binary Classification. Given a miRNA mature sequence and a target amino acid sequence, predict their likelihood of interaction. (1) The miRNA is hsa-miR-15a-5p with sequence UAGCAGCACAUAAUGGUUUGUG. The protein sequence of the target gene is MPCGEDWLSHPLGIVQGFFAQNGVNPDWEKKVIEYFKEKLKENNAPKWVPSLNEVPLHYLKPNSFVKFRCMIQDMFDPEFYMGVYETVNQNTKAHVLHFGKYRDVAECGPQQELDLNSPRNTTLERQTFYCVPVPGESTWVKEAYVNANQARVSPSTSYTPSRHKRSYEDDDDMDLQPNKQKDQHAGARQAGSVGGLQWCGEPKRLETEASTGQQLNSLNLSSPFDLNFPLPGEKGPACLVKVYEDWDCFKVNDILELYGILSVDPVLSILNNDERDASALLDPMECTDTAEEQRVHSPP.... Result: 0 (no interaction). (2) The miRNA is hsa-miR-335-5p with sequence UCAAGAGCAAUAACGAAAAAUGU. The protein sequence of the target gene is MRMTSSSFVSYCTPGLCQFMAMLPTAGHLLPLLLVIGTGGTVPSPQVPPRGCYVAKEAGERTFRCSQAGLSAVPSGIPNDTRKLYLDANQLASVPAGAFQHLPVLEELDLSHNALAHLSGAAFQGLEGTLRHLDLSANQLASVPVEAFVGLQIQVNLSANPWHCDCALQEVLRQVRLVPGTGTGIVCGSGARPDLVGQEFLLLAGEEELCGSGWGGARRSTDVALLVTMGGWLTLMVAYLVHYVWQNRDETRRSLKRAPVLPVRSEDSSILSTVV. Result: 1 (interaction). (3) The miRNA is mmu-miR-1306-5p with sequence CACCACCUCCCCUGCAAACGUCC. The protein sequence of the target gene is MADWARAQSPGAVEEILDRENKRMADSLASKVTRLKSLALDIDRDAEDQNRYLDGMDSDFTSMTSLLTGSVKRFSTMARSGQDNRKLLCGMAVGLIVAFFILSYFLSRART. Result: 0 (no interaction). (4) The miRNA is mmu-miR-344h-3p with sequence GGUAUAACCAAAGCCCGACUGU. The protein sequence of the target gene is MAASALGRMCGAAREKLSPGPGARGLGALARSLVLALLLVPVLCSDRSENPPNNATVSSPVVVTAPGNHTSPSVSQISTTLSPASAEKSGSSSAAPTPTAAPSAPEEEADSNEDPSMEEEDLLALNSSPATGKDTLDNGDYGEPDYDWTTNPRDEEPEDINIAISKESRRFRGFQDSVEVVKLPPPNREDSHFFFHLLIFAFCAAVVYVTYHNKRKIFLLVQSRKWRDGLCSKTVEYHRLDQNVNEAMPSLKITNDYIF. Result: 0 (no interaction). (5) The miRNA is hsa-miR-130a-5p with sequence GCUCUUUUCACAUUGUGCUACU. The protein sequence of the target gene is MEKRNLTVVREFVLLGLPSSAEQQHLLSVLFLCMYLATTLGNMLIIATIGFDSHLHSPMYFFLSNLAFVDICFTSTTVPQMVVNILTGTKTISFAGCLTQLFFFVSFVNMDSLLLCVMAYDRYVAICHPLHYTARMNLCLCVQLVAGLWLVTYLHALLHTVLIAQLSFCASNIIHHFFCDLNPLLQLSCSDVSFNVMIIFAVGGLLALTPLVCILVSYGLIFSTVLKITSTQGKQRAVSTCSCHLSVVVLFYGTAIAVYFSPSSPHMPESDTLSTIMYSMVAPMLNPFIYTLRNRDMKRG.... Result: 0 (no interaction). (6) The miRNA is hsa-miR-181b-2-3p with sequence CUCACUGAUCAAUGAAUGCA. The protein sequence of the target gene is MEASWGSFNAERGWYVSVQQPEEAEAEELSPLLSNELHRQRSPGVSFGLSVFNLMNAIMGSGILGLAYVLANTGVFGFSFLLLTVALLASYSVHLLLSMCIQTAVTSYEDLGLFAFGLPGKLVVAGTIIIQNIGAMSSYLLIIKTELPAAIAEFLTGDYSRYWYLDGQTLLIIICVGIVFPLALLPKIGFLGYTSSLSFFFMMFFALVVIIKKWSIPCPLTLNYVEKGFQISNVTDDCKPKLFHFSKESAYALPTMAFSFLCHTSILPIYCELQSPSKKRMQNVTNTAIALSFLIYFISA.... Result: 0 (no interaction).